This data is from Peptide-MHC class II binding affinity with 134,281 pairs from IEDB. The task is: Regression. Given a peptide amino acid sequence and an MHC pseudo amino acid sequence, predict their binding affinity value. This is MHC class II binding data. (1) The peptide sequence is DSEEPLQGPFNFRFL. The MHC is HLA-DQA10501-DQB10201 with pseudo-sequence HLA-DQA10501-DQB10201. The binding affinity (normalized) is 0.222. (2) The peptide sequence is AFILDGDPLFPKV. The MHC is DRB1_0401 with pseudo-sequence DRB1_0401. The binding affinity (normalized) is 0.536.